This data is from Reaction yield outcomes from USPTO patents with 853,638 reactions. The task is: Predict the reaction yield, written as a fraction of the theoretical maximum amount of product (1.0 means a 100% yield; for example, 0.34 means a 34% yield). (1) The reactants are [CH2:1]([O:8][C:9]1[CH:16]=[CH:15][C:12]([CH:13]=[O:14])=[C:11]([F:17])[CH:10]=1)[C:2]1[CH:7]=[CH:6][CH:5]=[CH:4][CH:3]=1.[BH4-].[Na+]. The catalyst is CO.ClCCl. The product is [CH2:1]([O:8][C:9]1[CH:16]=[CH:15][C:12]([CH2:13][OH:14])=[C:11]([F:17])[CH:10]=1)[C:2]1[CH:3]=[CH:4][CH:5]=[CH:6][CH:7]=1. The yield is 0.950. (2) The catalyst is [Pd].CO. The yield is 0.950. The product is [CH3:4][C:2]([Si:5]([CH3:16])([CH3:15])[O:6][C:7]1[CH:8]=[C:9]([CH2:10][NH2:11])[CH:12]=[CH:13][CH:14]=1)([CH3:1])[CH3:3]. The reactants are [CH3:1][C:2]([Si:5]([CH3:16])([CH3:15])[O:6][C:7]1[CH:8]=[C:9]([CH:12]=[CH:13][CH:14]=1)[C:10]#[N:11])([CH3:4])[CH3:3]. (3) The reactants are C[O:2][C:3](=[O:30])[CH2:4][CH2:5][C:6]([CH3:29])=[CH:7][CH2:8][C:9]1[C:10]([O:22][CH2:23][CH2:24][Si:25]([CH3:28])([CH3:27])[CH3:26])=[C:11]2[C:15](=[C:16]([CH3:20])[C:17]=1[O:18][CH3:19])[CH2:14][O:13][C:12]2=[O:21].[OH-].[Na+].Cl. The catalyst is CO.O. The product is [CH3:19][O:18][C:17]1[C:16]([CH3:20])=[C:15]2[C:11]([C:12](=[O:21])[O:13][CH2:14]2)=[C:10]([O:22][CH2:23][CH2:24][Si:25]([CH3:27])([CH3:26])[CH3:28])[C:9]=1[CH2:8][CH:7]=[C:6]([CH3:29])[CH2:5][CH2:4][C:3]([OH:30])=[O:2]. The yield is 0.830. (4) The reactants are [CH3:1][O:2][C:3]1[CH:4]=[C:5]([N:12]2[CH2:17][CH2:16][C:15](=O)[CH2:14][CH2:13]2)[CH:6]=[CH:7][C:8]=1[N+:9]([O-:11])=[O:10].[CH3:19][N:20]1[CH2:25][CH2:24][NH:23][CH2:22][CH2:21]1.C(O[BH-](OC(=O)C)OC(=O)C)(=O)C.[Na+].[OH-].[Na+]. The catalyst is ClC(Cl)C.O. The product is [CH3:1][O:2][C:3]1[CH:4]=[C:5]([N:12]2[CH2:17][CH2:16][CH:15]([N:23]3[CH2:24][CH2:25][N:20]([CH3:19])[CH2:21][CH2:22]3)[CH2:14][CH2:13]2)[CH:6]=[CH:7][C:8]=1[N+:9]([O-:11])=[O:10]. The yield is 0.910. (5) The reactants are [N+:1]([C:4]1[S:8][C:7]([C:9]([OH:11])=O)=[CH:6][CH:5]=1)([O-:3])=[O:2].C(Cl)(=O)C(Cl)=O.[CH2:18]([NH2:21])[CH2:19][CH3:20].CCN(CC)CC. The catalyst is CN(C=O)C.C(Cl)Cl. The product is [N+:1]([C:4]1[S:8][C:7]([C:9]([NH:21][CH2:18][CH2:19][CH3:20])=[O:11])=[CH:6][CH:5]=1)([O-:3])=[O:2]. The yield is 0.680. (6) The reactants are [NH2:1][CH:2]([C:7]1[CH:12]=[CH:11][C:10]([C:13]#[N:14])=[C:9]([F:15])[CH:8]=1)[CH2:3][C:4]([OH:6])=[O:5].S(Cl)(Cl)=O.[CH3:20]O. No catalyst specified. The product is [CH3:20][O:5][C:4](=[O:6])[CH2:3][CH:2]([NH2:1])[C:7]1[CH:12]=[CH:11][C:10]([C:13]#[N:14])=[C:9]([F:15])[CH:8]=1. The yield is 0.470. (7) The reactants are [OH:1][C:2]1[C:3]([C:15]2[CH:20]=[CH:19][CH:18]=[CH:17][CH:16]=2)=[N:4][C:5]2[C:10]([C:11]=1[C:12](O)=[O:13])=[CH:9][CH:8]=[CH:7][CH:6]=2.C(N(CC)CC)C.S(Cl)([Cl:30])=O.[C:32]1([C@@H:38]([NH2:41])[CH2:39][CH3:40])[CH:37]=[CH:36][CH:35]=[CH:34][CH:33]=1.C(N)(C)C.Cl. The catalyst is O.C(OCC)(=O)C. The product is [ClH:30].[CH2:39]([C@H:38]([NH:41][C:12]([C:11]1[C:10]2[C:5](=[CH:6][CH:7]=[CH:8][CH:9]=2)[N:4]=[C:3]([C:15]2[CH:20]=[CH:19][CH:18]=[CH:17][CH:16]=2)[C:2]=1[OH:1])=[O:13])[C:32]1[CH:37]=[CH:36][CH:35]=[CH:34][CH:33]=1)[CH3:40]. The yield is 0.720. (8) The reactants are Cl[C:2]([F:7])([F:6])C([O-])=O.[Na+].[Cl:9][C:10]1[CH:11]=[CH:12][N:13]=[C:14]2[C:19]=1[N:18]=[CH:17][C:16]([OH:20])=[CH:15]2.C(=O)([O-])[O-].[Cs+].[Cs+].CN(C=O)C. The catalyst is CO.ClCCl. The product is [Cl:9][C:10]1[CH:11]=[CH:12][N:13]=[C:14]2[C:19]=1[N:18]=[CH:17][C:16]([O:20][CH:2]([F:6])[F:7])=[CH:15]2. The yield is 0.560. (9) The reactants are [OH:1][N:2]1[C:6](=[O:7])[C:5]2=[CH:8][CH:9]=[CH:10][CH:11]=[C:4]2[C:3]1=[O:12].[CH:13]1([CH2:16]O)[CH2:15][CH2:14]1. No catalyst specified. The product is [CH:13]1([CH2:16][O:1][N:2]2[C:3](=[O:12])[C:4]3[C:5](=[CH:8][CH:9]=[CH:10][CH:11]=3)[C:6]2=[O:7])[CH2:15][CH2:14]1. The yield is 0.870. (10) The reactants are CCN(C(C)C)C(C)C.[C:10]1([NH:16][C:17]2[CH:25]=[CH:24][C:20]([C:21]([OH:23])=O)=[CH:19][CH:18]=2)[CH:15]=[CH:14][CH:13]=[CH:12][CH:11]=1.CCN=C=NCCCN(C)C.C1C=CC2N(O)N=NC=2C=1.[NH2:47][CH2:48][C:49]([N:51]1[CH2:56][CH2:55][N:54]([C:57](=[O:69])[C:58]2[CH:63]=[C:62]([F:64])[CH:61]=[CH:60][C:59]=2[C:65]([F:68])([F:67])[F:66])[CH2:53][CH2:52]1)=[O:50].C(O)(C(F)(F)F)=O. The catalyst is CN(C=O)C.O. The product is [F:64][C:62]1[CH:61]=[CH:60][C:59]([C:65]([F:67])([F:66])[F:68])=[C:58]([CH:63]=1)[C:57]([N:54]1[CH2:55][CH2:56][N:51]([C:49](=[O:50])[CH2:48][NH:47][C:21](=[O:23])[C:20]2[CH:19]=[CH:18][C:17]([NH:16][C:10]3[CH:11]=[CH:12][CH:13]=[CH:14][CH:15]=3)=[CH:25][CH:24]=2)[CH2:52][CH2:53]1)=[O:69]. The yield is 0.470.